This data is from Forward reaction prediction with 1.9M reactions from USPTO patents (1976-2016). The task is: Predict the product of the given reaction. (1) Given the reactants ClC1C=CC(S(N2[C:17](=[O:18])[CH:16](CC3C=C(Cl)C=CC=3OC)CNC(=O)C2)(=O)=O)=CC=1NC(=O)C.[NH2:34][C:35]1[CH:36]=[C:37]([NH:41][C:42]([N:44]2[C:50](=[O:51])[CH:49]([CH2:52][C:53]3[CH:58]=[C:57]([Cl:59])[CH:56]=[CH:55][C:54]=3[O:60][CH3:61])[CH2:48][NH:47][C:46](=[O:62])[CH2:45]2)=[O:43])[CH:38]=[CH:39][CH:40]=1, predict the reaction product. The product is: [C:17]([NH:34][C:35]1[CH:36]=[C:37]([NH:41][C:42]([N:44]2[C:50](=[O:51])[CH:49]([CH2:52][C:53]3[CH:58]=[C:57]([Cl:59])[CH:56]=[CH:55][C:54]=3[O:60][CH3:61])[CH2:48][NH:47][C:46](=[O:62])[CH2:45]2)=[O:43])[CH:38]=[CH:39][CH:40]=1)(=[O:18])[CH3:16]. (2) Given the reactants [CH3:1][O:2][C:3]([C:5]12[CH2:12][CH2:11][C:8]([C:13](O)=O)([CH2:9][CH2:10]1)[CH2:7][CH2:6]2)=[O:4].C(N1C=CN=C1)(N1C=CN=C1)=O.[F:28][C:29]1[CH:38]=[CH:37][C:32]([C:33](=[N:35][OH:36])[NH2:34])=[CH:31][CH:30]=1, predict the reaction product. The product is: [F:28][C:29]1[CH:38]=[CH:37][C:32]([C:33]2[N:34]=[C:13]([C:8]34[CH2:11][CH2:12][C:5]([C:3]([O:2][CH3:1])=[O:4])([CH2:6][CH2:7]3)[CH2:10][CH2:9]4)[O:36][N:35]=2)=[CH:31][CH:30]=1. (3) Given the reactants [NH:1]([CH2:3][CH2:4][OH:5])[NH2:2].[Cl:6][C:7]1[CH:12]=[CH:11][C:10]([CH:13]2[N:17]([C:18]3[CH:23]=[C:22]([CH3:24])[C:21](=[O:25])[N:20]([CH3:26])[CH:19]=3)[C:16](=[O:27])[C:15](=O)[CH:14]2[C:29](=O)[CH2:30][CH3:31])=[CH:9][CH:8]=1.CC(O)=O.S(=O)(=O)(O)N, predict the reaction product. The product is: [Cl:6][C:7]1[CH:12]=[CH:11][C:10]([CH:13]2[C:14]3[C:29]([CH2:30][CH3:31])=[N:2][N:1]([CH2:3][CH2:4][OH:5])[C:15]=3[C:16](=[O:27])[N:17]2[C:18]2[CH:23]=[C:22]([CH3:24])[C:21](=[O:25])[N:20]([CH3:26])[CH:19]=2)=[CH:9][CH:8]=1. (4) Given the reactants [Br:1][C:2]1[CH:3]=[CH:4][C:5]([Cl:10])=[C:6]([CH:9]=1)[CH2:7]Br.[CH2:11]([O:13][P:14]([O:18]CC)[O:15][CH2:16][CH3:17])[CH3:12], predict the reaction product. The product is: [Br:1][C:2]1[CH:3]=[CH:4][C:5]([Cl:10])=[C:6]([CH:9]=1)[CH2:7][P:14](=[O:18])([O:15][CH2:16][CH3:17])[O:13][CH2:11][CH3:12]. (5) Given the reactants [F:1][C:2]1[CH:9]=[C:8]([CH:10](S(C)=O)SC)[C:7]([F:16])=[CH:6][C:3]=1[C:4]#[N:5].S(=O)(=O)(O)[OH:18].O, predict the reaction product. The product is: [F:1][C:2]1[CH:9]=[C:8]([CH:10]=[O:18])[C:7]([F:16])=[CH:6][C:3]=1[C:4]#[N:5]. (6) Given the reactants C([O:5][C:6]([C@H:8]1[CH2:12][CH2:11][CH2:10][N:9]1[C:13](=[O:42])[CH2:14][N:15]([CH2:38][CH2:39][CH2:40][CH3:41])[C:16]([N:18]([CH2:23][C:24]([N:26]1[CH2:30][CH2:29][CH2:28][C@@H:27]1[C:31]([O:33]C(C)(C)C)=[O:32])=[O:25])[CH2:19][CH2:20][CH2:21][CH3:22])=[O:17])=[O:7])(C)(C)C, predict the reaction product. The product is: [C:31]([C@H:27]1[CH2:28][CH2:29][CH2:30][N:26]1[C:24](=[O:25])[CH2:23][N:18]([CH2:19][CH2:20][CH2:21][CH3:22])[C:16](=[O:17])[N:15]([CH2:14][C:13]([N:9]1[CH2:10][CH2:11][CH2:12][C@@H:8]1[C:6]([OH:7])=[O:5])=[O:42])[CH2:38][CH2:39][CH2:40][CH3:41])([OH:33])=[O:32].